This data is from Forward reaction prediction with 1.9M reactions from USPTO patents (1976-2016). The task is: Predict the product of the given reaction. (1) The product is: [CH2:1]([N:8]1[CH2:14][CH2:13][CH:12]([CH2:15][C:16]2[CH:17]=[CH:18][C:19]([F:22])=[CH:20][CH:21]=2)[O:11][CH2:10][CH2:9]1)[C:2]1[CH:3]=[CH:4][CH:5]=[CH:6][CH:7]=1. Given the reactants [CH2:1]([N:8]1[CH2:14][CH2:13][CH:12]([CH2:15][C:16]2[CH:21]=[CH:20][C:19]([F:22])=[CH:18][CH:17]=2)[O:11][CH2:10][C:9]1=O)[C:2]1[CH:7]=[CH:6][CH:5]=[CH:4][CH:3]=1.[H-].[H-].[H-].[H-].[Li+].[Al+3], predict the reaction product. (2) Given the reactants [CH3:1][N:2]([CH3:17])[CH2:3][CH2:4][O:5][C:6]1[CH:7]=[C:8]([NH2:16])[CH:9]=[CH:10][C:11]=1[C:12]([F:15])([F:14])[F:13].[Cl:18][C:19]1[C:20]([C:36]#[N:37])=[C:21]([CH:33]=[CH:34][CH:35]=1)[O:22][C:23]1[CH:28]=[CH:27][C:26]([S:29](Cl)(=[O:31])=[O:30])=[CH:25][CH:24]=1, predict the reaction product. The product is: [Cl:18][C:19]1[C:20]([C:36]#[N:37])=[C:21]([CH:33]=[CH:34][CH:35]=1)[O:22][C:23]1[CH:24]=[CH:25][C:26]([S:29]([NH:16][C:8]2[CH:9]=[CH:10][C:11]([C:12]([F:13])([F:14])[F:15])=[C:6]([O:5][CH2:4][CH2:3][N:2]([CH3:17])[CH3:1])[CH:7]=2)(=[O:30])=[O:31])=[CH:27][CH:28]=1. (3) Given the reactants [NH2:1][CH2:2][C:3]([F:10])([F:9])[C:4]([O:6][CH2:7][CH3:8])=[O:5].[C:11]1(=O)[CH2:15][CH2:14][CH2:13][CH2:12]1.CC([O-])=O.[Na+].C(O[BH-](OC(=O)C)OC(=O)C)(=O)C.[Na+].C([O-])(O)=O.[Na+], predict the reaction product. The product is: [CH:11]1([NH:1][CH2:2][C:3]([F:10])([F:9])[C:4]([O:6][CH2:7][CH3:8])=[O:5])[CH2:15][CH2:14][CH2:13][CH2:12]1. (4) Given the reactants [CH2:1]([O:3][C:4]1[C:13]([N:14](C2C=CC=CC=2)[C:15](=[O:17])[O-])=[N:12][C:11]2[C:6](=[CH:7][CH:8]=[CH:9][CH:10]=2)[N:5]=1)[CH3:2].[C:24]1([CH:30]([C:37]2[CH:42]=[CH:41][CH:40]=[CH:39][CH:38]=2)[N:31]2[CH2:36][CH2:35][NH:34][CH2:33][CH2:32]2)[CH:29]=[CH:28][CH:27]=[CH:26][CH:25]=1.C1CCN2C(=NCCC2)CC1.C(OCC)(=O)C, predict the reaction product. The product is: [CH2:1]([O:3][C:4]1[C:13]([NH:14][C:15]([N:34]2[CH2:35][CH2:36][N:31]([CH:30]([C:24]3[CH:29]=[CH:28][CH:27]=[CH:26][CH:25]=3)[C:37]3[CH:42]=[CH:41][CH:40]=[CH:39][CH:38]=3)[CH2:32][CH2:33]2)=[O:17])=[N:12][C:11]2[C:6](=[CH:7][CH:8]=[CH:9][CH:10]=2)[N:5]=1)[CH3:2]. (5) Given the reactants [C:1]([C:5]1[N:10]=[C:9]([N:11]2[CH2:16][CH2:15][N:14]([CH2:17][CH2:18][CH2:19][CH2:20][NH2:21])[CH2:13][CH2:12]2)[CH:8]=[C:7]([C:22]([F:25])([F:24])[F:23])[N:6]=1)([CH3:4])([CH3:3])[CH3:2].C1N=CN([C:31](N2C=NC=C2)=[O:32])C=1.[CH2:38]([N:40]1[CH2:45][CH2:44][NH:43][CH2:42][CH2:41]1)[CH3:39], predict the reaction product. The product is: [C:1]([C:5]1[N:10]=[C:9]([N:11]2[CH2:16][CH2:15][N:14]([CH2:17][CH2:18][CH2:19][CH2:20][NH:21][C:31]([N:43]3[CH2:44][CH2:45][N:40]([CH2:38][CH3:39])[CH2:41][CH2:42]3)=[O:32])[CH2:13][CH2:12]2)[CH:8]=[C:7]([C:22]([F:24])([F:25])[F:23])[N:6]=1)([CH3:4])([CH3:2])[CH3:3].